From a dataset of Full USPTO retrosynthesis dataset with 1.9M reactions from patents (1976-2016). Predict the reactants needed to synthesize the given product. (1) Given the product [Br:1][C:2]1[C:7]([CH3:8])=[CH:6][CH:5]=[CH:4][C:3]=1[C:18]1[CH:23]=[CH:22][CH:21]=[C:20]([C:24]([F:27])([F:26])[F:25])[CH:19]=1, predict the reactants needed to synthesize it. The reactants are: [Br:1][C:2]1[C:7]([CH3:8])=[CH:6][CH:5]=[CH:4][C:3]=1I.CC1(C)C(C)(C)OB([C:18]2[CH:23]=[CH:22][CH:21]=[C:20]([C:24]([F:27])([F:26])[F:25])[CH:19]=2)O1.C(=O)([O-])[O-].[Na+].[Na+].CCO. (2) Given the product [CH2:21]([O:20][C:17]1[CH:18]=[CH:19][C:14]([C:13]2[N:9]([CH:3]3[CH2:4][CH2:5][CH2:6][CH2:7][CH2:8]3)[N:10]=[C:11]([C:28]([O:30][CH2:31][CH3:32])=[O:29])[C:12]=2[Br:1])=[CH:15][CH:16]=1)[C:22]1[CH:27]=[CH:26][CH:25]=[CH:24][CH:23]=1, predict the reactants needed to synthesize it. The reactants are: [Br:1]Br.[CH:3]1([N:9]2[C:13]([C:14]3[CH:19]=[CH:18][C:17]([O:20][CH2:21][C:22]4[CH:27]=[CH:26][CH:25]=[CH:24][CH:23]=4)=[CH:16][CH:15]=3)=[CH:12][C:11]([C:28]([O:30][CH2:31][CH3:32])=[O:29])=[N:10]2)[CH2:8][CH2:7][CH2:6][CH2:5][CH2:4]1. (3) Given the product [Cl:22][C:13]1[CH:14]=[C:15]([N:16]2[CH2:21][CH2:20][O:19][CH2:18][CH2:17]2)[N:10]2[N:9]=[C:8]([C:5]3[CH:6]=[CH:7][C:2]([N:30]4[CH2:35][CH2:34][O:33][CH2:32][CH2:31]4)=[CH:3][CH:4]=3)[CH:23]=[C:11]2[N:12]=1, predict the reactants needed to synthesize it. The reactants are: Br[C:2]1[CH:7]=[CH:6][C:5]([C:8]2[CH:23]=[C:11]3[N:12]=[C:13]([Cl:22])[CH:14]=[C:15]([N:16]4[CH2:21][CH2:20][O:19][CH2:18][CH2:17]4)[N:10]3[N:9]=2)=[CH:4][CH:3]=1.CC(C)([O-])C.[Na+].[NH:30]1[CH2:35][CH2:34][O:33][CH2:32][CH2:31]1.